This data is from Full USPTO retrosynthesis dataset with 1.9M reactions from patents (1976-2016). The task is: Predict the reactants needed to synthesize the given product. (1) The reactants are: [CH:1]([C:3]1[CH:11]=[CH:10][C:6]([C:7]([OH:9])=O)=[CH:5][CH:4]=1)=[O:2].[NH:12]1[CH2:16][CH2:15][CH2:14][CH2:13]1.C(N(CC)CC)C. Given the product [N:12]1([C:7]([C:6]2[CH:5]=[CH:4][C:3]([CH:1]=[O:2])=[CH:11][CH:10]=2)=[O:9])[CH2:16][CH2:15][CH2:14][CH2:13]1, predict the reactants needed to synthesize it. (2) The reactants are: [Si]([O:8][CH:9]1[CH2:14][CH2:13][C:12]([CH3:20])([C:15]([O:17][CH2:18][CH3:19])=[O:16])[CH2:11][CH2:10]1)(C(C)(C)C)(C)C.[F-].C([N+](CCCC)(CCCC)CCCC)CCC. Given the product [OH:8][CH:9]1[CH2:10][CH2:11][C:12]([CH3:20])([C:15]([O:17][CH2:18][CH3:19])=[O:16])[CH2:13][CH2:14]1, predict the reactants needed to synthesize it. (3) Given the product [CH2:58]([N:60]1[CH2:65][CH2:64][N:63]([C:19]([C:18]2[CH:22]=[CH:23][C:15]([N:12]3[C:13]([OH:14])=[C:9]([C:6]4[CH:7]=[CH:8][C:3]([C:1]#[N:2])=[CH:4][C:5]=4[CH3:24])[CH:10]=[N:11]3)=[N:16][CH:17]=2)=[O:20])[C@H:62]([CH3:66])[CH2:61]1)[CH3:59], predict the reactants needed to synthesize it. The reactants are: [C:1]([C:3]1[CH:8]=[CH:7][C:6]([C:9]2[CH:10]=[N:11][N:12]([C:15]3[CH:23]=[CH:22][C:18]([C:19](O)=[O:20])=[CH:17][N:16]=3)[C:13]=2[OH:14])=[C:5]([CH3:24])[CH:4]=1)#[N:2].N1(O)C2C=CC=CC=2N=N1.Cl.C(N=C=NCCCN(C)C)C.C(N(C(C)C)C(C)C)C.Cl.Cl.[CH2:58]([N:60]1[CH2:65][CH2:64][NH:63][C@H:62]([CH3:66])[CH2:61]1)[CH3:59].Cl. (4) Given the product [CH2:17]([O:21][C:22]1[CH:29]=[CH:28][CH:27]=[CH:26][C:23]=1/[CH:24]=[CH:11]/[C:12]([O:14][CH2:15][CH3:16])=[O:13])[CH:18]([CH3:20])[CH3:19], predict the reactants needed to synthesize it. The reactants are: [H-].[Na+].C(OP([CH2:11][C:12]([O:14][CH2:15][CH3:16])=[O:13])(OCC)=O)C.[CH2:17]([O:21][C:22]1[CH:29]=[CH:28][CH:27]=[CH:26][C:23]=1[CH:24]=O)[CH:18]([CH3:20])[CH3:19].C(OCC)(=O)C. (5) Given the product [CH3:15][O:14][CH2:13][CH2:12][O:11][CH2:10][CH2:9][O:8][C:3]1[CH:4]=[CH:5][CH:6]=[CH:7][C:2]=1[C:20]1[CH:21]=[CH:22][S:18][CH:19]=1, predict the reactants needed to synthesize it. The reactants are: Br[C:2]1[CH:7]=[CH:6][CH:5]=[CH:4][C:3]=1[O:8][CH2:9][CH2:10][O:11][CH2:12][CH2:13][O:14][CH3:15].N#N.[S:18]1[CH:22]=[CH:21][C:20](B(O)O)=[CH:19]1. (6) Given the product [O:21]1[CH:25]=[CH:24][CH:23]=[C:22]1[C:26]1[N:30]([C:31]2[CH:32]=[C:33]([CH2:36][NH:37][C:10](=[O:12])[C@@H:9]([NH:8][C:6](=[O:7])[O:5][C:1]([CH3:2])([CH3:3])[CH3:4])[CH3:20])[S:34][CH:35]=2)[N:29]=[C:28]([C:38]([F:40])([F:41])[F:39])[CH:27]=1, predict the reactants needed to synthesize it. The reactants are: [C:1]([O:5][C:6]([NH:8][C@@H:9]([CH3:20])[C:10]([O:12]N1C(=O)CCC1=O)=O)=[O:7])([CH3:4])([CH3:3])[CH3:2].[O:21]1[CH:25]=[CH:24][CH:23]=[C:22]1[C:26]1[N:30]([C:31]2[CH:32]=[C:33]([CH2:36][NH2:37])[S:34][CH:35]=2)[N:29]=[C:28]([C:38]([F:41])([F:40])[F:39])[CH:27]=1.CCN(CC)CC.Cl. (7) Given the product [SH:5][C:6]1[CH:15]=[C:14]2[C:9]([CH2:10][CH2:11][CH:12]([C:16]([O:18][CH2:19][CH3:20])=[O:17])[O:13]2)=[CH:8][CH:7]=1, predict the reactants needed to synthesize it. The reactants are: C([Si](C(C)C)(C(C)C)[S:5][C:6]1[CH:15]=[C:14]2[C:9]([CH2:10][CH2:11][CH:12]([C:16]([O:18][CH2:19][CH3:20])=[O:17])[O:13]2)=[CH:8][CH:7]=1)(C)C.Cl. (8) The reactants are: [O:1]([CH2:8][C:9]1[CH:18]=[CH:17][C:12]([C:13]([O:15]C)=O)=[CH:11][N:10]=1)[C:2]1[CH:7]=[CH:6][CH:5]=[CH:4][CH:3]=1.[Li+].[OH-].CCN(C(C)C)C(C)C.CN(C(ON1N=NC2C=CC=NC1=2)=[N+](C)C)C.F[P-](F)(F)(F)(F)F.[CH3:54][C:55]([CH3:60])([CH3:59])[CH2:56][CH2:57][NH2:58]. Given the product [CH3:54][C:55]([CH3:60])([CH3:59])[CH2:56][CH2:57][NH:58][C:13](=[O:15])[C:12]1[CH:17]=[CH:18][C:9]([CH2:8][O:1][C:2]2[CH:3]=[CH:4][CH:5]=[CH:6][CH:7]=2)=[N:10][CH:11]=1, predict the reactants needed to synthesize it. (9) Given the product [C:1]1([C:7]23[CH2:14][CH2:13][C:10]([CH2:15][OH:16])([CH2:11][CH2:12]2)[CH2:9][CH2:8]3)[CH:6]=[CH:5][CH:4]=[CH:3][CH:2]=1, predict the reactants needed to synthesize it. The reactants are: [C:1]1([C:7]23[CH2:14][CH2:13][C:10]([C:15](OCC)=[O:16])([CH2:11][CH2:12]2)[CH2:9][CH2:8]3)[CH:6]=[CH:5][CH:4]=[CH:3][CH:2]=1.[H-].[Al+3].[Li+].[H-].[H-].[H-]. (10) Given the product [NH:8]1[CH:12]=[C:11]([C:13]2([OH:17])[CH2:16][O:15][CH2:14]2)[N:10]=[CH:9]1, predict the reactants needed to synthesize it. The reactants are: C([N:8]1[CH:12]=[C:11]([C:13]2([OH:17])[CH2:16][O:15][CH2:14]2)[N:10]=[CH:9]1)C1C=CC=CC=1.